Dataset: Catalyst prediction with 721,799 reactions and 888 catalyst types from USPTO. Task: Predict which catalyst facilitates the given reaction. (1) Product: [C:1]([O:5][C:6]([NH:8][NH:9][CH2:10][CH3:11])=[O:7])([CH3:4])([CH3:3])[CH3:2]. Reactant: [C:1]([O:5][C:6]([NH:8][N:9]=[CH:10][CH3:11])=[O:7])([CH3:4])([CH3:3])[CH3:2].C(O)(=O)C. The catalyst class is: 856. (2) The catalyst class is: 658. Reactant: [C:1]1(B(O)O)[CH:6]=[CH:5][CH:4]=[CH:3][CH:2]=1.C(=O)([O-])[O-].[K+].[K+].[Cl:16][C:17]1[CH:22]=[C:21](Cl)[N:20]=[C:19]([CH3:24])[N:18]=1.[Cl-].[NH4+]. Product: [Cl:16][C:17]1[CH:22]=[C:21]([C:1]2[CH:6]=[CH:5][CH:4]=[CH:3][CH:2]=2)[N:20]=[C:19]([CH3:24])[N:18]=1. (3) Product: [O:1]=[C:2]1[CH:7]([N:8]2[C:16](=[O:17])[C:15]3[C:10](=[CH:11][CH:12]=[C:13]([C:18]([NH:74][CH2:75][CH2:76][CH2:77][CH2:78][CH2:79][CH2:80][NH:81][C:82](=[O:88])[O:83][C:84]([CH3:85])([CH3:87])[CH3:86])=[O:19])[CH:14]=3)[C:9]2=[O:21])[CH2:6][CH2:5][C:4](=[O:22])[NH:3]1. The catalyst class is: 31. Reactant: [O:1]=[C:2]1[CH:7]([N:8]2[C:16](=[O:17])[C:15]3[C:10](=[CH:11][CH:12]=[C:13]([C:18](O)=[O:19])[CH:14]=3)[C:9]2=[O:21])[CH2:6][CH2:5][C:4](=[O:22])[NH:3]1.CN(C(ON1N=NC2C=CC=NC1=2)=[N+](C)C)C.F[P-](F)(F)(F)(F)F.C(N(CC(O)=O)CCN(CC(O)=O)CC(O)=O)CN(CC(O)=O)CC(O)=O.[NH2:74][CH2:75][CH2:76][CH2:77][CH2:78][CH2:79][CH2:80][NH:81][C:82](=[O:88])[O:83][C:84]([CH3:87])([CH3:86])[CH3:85]. (4) Reactant: [C:1]([N:9]1[C:14](=[O:15])[C:13](I)=[CH:12][N:11]([CH2:17][CH2:18][CH2:19][Cl:20])[C:10]1=[O:21])(=[O:8])[C:2]1[CH:7]=[CH:6][CH:5]=[CH:4][CH:3]=1.[N:22]1[CH:27]=[CH:26][CH:25]=[C:24](B(O)O)[CH:23]=1.C([O-])([O-])=O.[Na+].[Na+].C1(P(C2CCCCC2)C2C=CC=CC=2C2C=CC=CC=2)CCCCC1. Product: [C:1]([N:9]1[C:14](=[O:15])[C:13]([C:24]2[CH:23]=[N:22][CH:27]=[CH:26][CH:25]=2)=[CH:12][N:11]([CH2:17][CH2:18][CH2:19][Cl:20])[C:10]1=[O:21])(=[O:8])[C:2]1[CH:7]=[CH:6][CH:5]=[CH:4][CH:3]=1. The catalyst class is: 108. (5) The catalyst class is: 11. Product: [Cl:17][C:8]1[C:7]2[N:6]=[C:5]([CH2:18][O:19][CH2:20][CH3:21])[N:4]([CH2:1][CH:2]3[O:25][N:24]([CH3:26])[CH2:23][CH2:3]3)[C:16]=2[C:15]2[CH:14]=[CH:13][CH:12]=[CH:11][C:10]=2[N:9]=1. Reactant: [CH2:1]([N:4]1[C:16]2[C:15]3[CH:14]=[CH:13][CH:12]=[CH:11][C:10]=3[N:9]=[C:8]([Cl:17])[C:7]=2[N:6]=[C:5]1[CH2:18][O:19][CH2:20][CH3:21])[CH:2]=[CH2:3].Cl.[CH3:23][NH:24][OH:25].[C:26](=O)(O)[O-].[Na+].C=O.